Dataset: Peptide-MHC class II binding affinity with 134,281 pairs from IEDB. Task: Regression. Given a peptide amino acid sequence and an MHC pseudo amino acid sequence, predict their binding affinity value. This is MHC class II binding data. (1) The peptide sequence is VASRKASNTILPLMA. The MHC is DRB1_1101 with pseudo-sequence DRB1_1101. The binding affinity (normalized) is 0.340. (2) The MHC is HLA-DQA10102-DQB10602 with pseudo-sequence HLA-DQA10102-DQB10602. The peptide sequence is MKNLVWNDELAYVAQ. The binding affinity (normalized) is 0.382.